From a dataset of Full USPTO retrosynthesis dataset with 1.9M reactions from patents (1976-2016). Predict the reactants needed to synthesize the given product. (1) Given the product [CH3:85][N:84]([C:80]1[CH:81]=[CH:82][CH:83]=[C:78]([N:75]2[CH2:74][CH2:73][NH:72][CH2:77][CH2:76]2)[CH:79]=1)[C:86]([N:88]1[C:92]2[N:93]=[C:94]([N:122]3[CH2:127][CH2:126][O:125][CH2:124][CH2:123]3)[N:95]=[C:96]([C:97]3[CH:98]=[N:99][C:100]([NH2:103])=[N:101][CH:102]=3)[C:91]=2[CH2:90][CH2:89]1)=[O:87], predict the reactants needed to synthesize it. The reactants are: BrC1C=C(N(C)C(N2C3N=C(N4CCOCC4)N=C(C4C=NC(N(CC5C=CC(OC)=CC=5)CC5C=CC(OC)=CC=5)=NC=4)C=3CC2)=O)C=CC=1.C(N1CCNCC1)(OC(C)(C)C)=O.C(OC([N:72]1[CH2:77][CH2:76][N:75]([C:78]2[CH:83]=[CH:82][CH:81]=[C:80]([N:84]([C:86]([N:88]3[C:92]4[N:93]=[C:94]([N:122]5[CH2:127][CH2:126][O:125][CH2:124][CH2:123]5)[N:95]=[C:96]([C:97]5[CH:98]=[N:99][C:100]([N:103](CC6C=CC(OC)=CC=6)CC6C=CC(OC)=CC=6)=[N:101][CH:102]=5)[C:91]=4[CH2:90][CH2:89]3)=[O:87])[CH3:85])[CH:79]=2)[CH2:74][CH2:73]1)=O)(C)(C)C. (2) Given the product [CH3:1][O:2][C:3](=[O:8])[C@@H:4]([CH3:7])[CH2:5][O:6][S:17]([CH3:16])(=[O:19])=[O:18], predict the reactants needed to synthesize it. The reactants are: [CH3:1][O:2][C:3](=[O:8])[C@@H:4]([CH3:7])[CH2:5][OH:6].C(N(CC)CC)C.[CH3:16][S:17](Cl)(=[O:19])=[O:18].C(OC(=O)CC(C)=O)C. (3) Given the product [O:7]1[C:11]2[CH:12]=[CH:13][C:14]([C:16]3[N:20]([CH3:21])[C:19]([C@H:22]4[N:26]([CH3:27])[C:25](=[O:28])[C@@H:24]([CH2:29][N:1]5[CH2:6][CH2:5][CH2:4][CH2:3][CH2:2]5)[CH2:23]4)=[N:18][CH:17]=3)=[CH:15][C:10]=2[O:9][CH2:8]1, predict the reactants needed to synthesize it. The reactants are: [NH:1]1[CH2:6][CH2:5][CH2:4][CH2:3][CH2:2]1.[O:7]1[C:11]2[CH:12]=[CH:13][C:14]([C:16]3[N:20]([CH3:21])[C:19]([CH:22]4[N:26]([CH3:27])[C:25](=[O:28])[C:24](=[CH2:29])[CH2:23]4)=[N:18][CH:17]=3)=[CH:15][C:10]=2[O:9][CH2:8]1. (4) Given the product [Cl:1][C:2]1[CH:3]=[C:4]([N:8]2[C:12]([C:13]3[CH:18]=[CH:17][CH:16]=[C:15]([F:19])[C:14]=3[F:20])=[CH:11][C:10]([C:21]([OH:23])=[O:22])=[N:9]2)[CH:5]=[CH:6][CH:7]=1, predict the reactants needed to synthesize it. The reactants are: [Cl:1][C:2]1[CH:3]=[C:4]([N:8]2[C:12]([C:13]3[CH:18]=[CH:17][CH:16]=[C:15]([F:19])[C:14]=3[F:20])=[CH:11][C:10]([C:21]([O:23]CC)=[O:22])=[N:9]2)[CH:5]=[CH:6][CH:7]=1.[OH-].[K+].Cl. (5) Given the product [Cl:2][C:3]1[CH:8]=[CH:7][C:6]([C:9]2[CH:14]=[CH:13][C:12]([C:15]([N:17]3[CH2:18][CH2:19][N:20]([C:29]([C:26]4([OH:25])[CH2:28][CH2:27]4)=[O:30])[CH2:21][CH2:22]3)=[O:16])=[C:11]([F:23])[CH:10]=2)=[C:5]([F:24])[CH:4]=1, predict the reactants needed to synthesize it. The reactants are: Cl.[Cl:2][C:3]1[CH:8]=[CH:7][C:6]([C:9]2[CH:14]=[CH:13][C:12]([C:15]([N:17]3[CH2:22][CH2:21][NH:20][CH2:19][CH2:18]3)=[O:16])=[C:11]([F:23])[CH:10]=2)=[C:5]([F:24])[CH:4]=1.[OH:25][C:26]1([C:29](O)=[O:30])[CH2:28][CH2:27]1.CN(C(ON1N=NC2C=CC=CC1=2)=[N+](C)C)C.F[P-](F)(F)(F)(F)F.CCN(C(C)C)C(C)C.